From a dataset of Catalyst prediction with 721,799 reactions and 888 catalyst types from USPTO. Predict which catalyst facilitates the given reaction. (1) Reactant: C[O:2][C:3](=O)[C:4]([NH:16][C:17](=[O:41])[C:18]1[CH:23]=[C:22]([C:24]#[C:25][C:26]2[CH:31]=[CH:30][C:29]([C:32](=[O:34])[NH2:33])=[CH:28][C:27]=2[CH3:35])[CH:21]=[CH:20][C:19]=1[O:36][C:37]([F:40])([F:39])[F:38])([CH3:15])[CH2:5][C:6]1[C:14]2[C:9](=[CH:10][CH:11]=[CH:12][CH:13]=2)[NH:8][CH:7]=1.[BH4-].[Li+]. Product: [C:32]([C:29]1[CH:30]=[CH:31][C:26]([C:25]#[C:24][C:22]2[CH:21]=[CH:20][C:19]([O:36][C:37]([F:38])([F:39])[F:40])=[C:18]([CH:23]=2)[C:17]([NH:16][C:4]([CH2:5][C:6]2[C:14]3[C:9](=[CH:10][CH:11]=[CH:12][CH:13]=3)[NH:8][CH:7]=2)([CH3:15])[CH2:3][OH:2])=[O:41])=[C:27]([CH3:35])[CH:28]=1)(=[O:34])[NH2:33]. The catalyst class is: 1. (2) Reactant: [C:1]([C:3]1[CH:4]=[CH:5][C:6]([C@@H:15]2[C:20]([C:21]#[N:22])=[C:19]([CH3:23])[N:18]([C:24]3[CH:29]=[CH:28][CH:27]=[C:26]([C:30]([F:33])([F:32])[F:31])[CH:25]=3)[C:17](=[O:34])[NH:16]2)=[C:7]([S:9]([N:12]([CH3:14])[CH3:13])(=[O:11])=[O:10])[CH:8]=1)#[N:2].[CH3:35][Si](C)(C)[N-][Si](C)(C)C.[Li+].IC.C(O)(=O)C. Product: [C:1]([C:3]1[CH:4]=[CH:5][C:6]([C@@H:15]2[C:20]([C:21]#[N:22])=[C:19]([CH3:23])[N:18]([C:24]3[CH:29]=[CH:28][CH:27]=[C:26]([C:30]([F:32])([F:31])[F:33])[CH:25]=3)[C:17](=[O:34])[N:16]2[CH3:35])=[C:7]([S:9]([N:12]([CH3:13])[CH3:14])(=[O:11])=[O:10])[CH:8]=1)#[N:2]. The catalyst class is: 1. (3) Reactant: [F:1][C:2]1[CH:7]=[C:6]([F:8])[CH:5]=[CH:4][C:3]=1[CH:9]=[CH:10][C:11]([NH:13][C@H:14]([C:24]([O:26]C)=[O:25])[CH2:15][C:16]1[CH:21]=[CH:20][C:19]([O:22][CH3:23])=[CH:18][CH:17]=1)=[O:12].[OH-].[Na+]. Product: [F:1][C:2]1[CH:7]=[C:6]([F:8])[CH:5]=[CH:4][C:3]=1[CH:9]=[CH:10][C:11]([NH:13][C@H:14]([C:24]([OH:26])=[O:25])[CH2:15][C:16]1[CH:17]=[CH:18][C:19]([O:22][CH3:23])=[CH:20][CH:21]=1)=[O:12]. The catalyst class is: 5. (4) Reactant: C(OC(N1C[C@@H](N=[N+]=[N-])[C@H](F)[C@H]1C(=O)N[CH2:19][C:20]1[CH:25]=[CH:24][CH:23]=[CH:22][CH:21]=1)=O)(C)(C)C.[C:27]([O:31][C:32]([N:34]1[CH2:38][C@H:37]([F:39])[C@@H:36]([N:40]=[N+]=[N-])[C@H:35]1[C:43](=[O:52])NCC1C=CC=CC=1)=[O:33])([CH3:30])([CH3:29])[CH3:28].CP(C)C.[OH2:57]. Product: [C:27]([O:31][C:32]([N:34]1[CH2:38][C@H:37]([F:39])[C@@H:36]([NH2:40])[C@H:35]1[C:43]([O:52][CH2:19][C:20]1[CH:25]=[CH:24][CH:23]=[CH:22][CH:21]=1)=[O:57])=[O:33])([CH3:28])([CH3:29])[CH3:30]. The catalyst class is: 1. (5) Reactant: [C:1]([O:5][C:6]([N:8]1[CH2:13][CH2:12][NH:11][C:10](=[O:14])[CH:9]1[CH2:15]C(O)=O)=[O:7])([CH3:4])([CH3:3])[CH3:2].[Cl:19][C:20]1[CH:21]=[C:22]([CH:27]=[CH:28][CH:29]=1)[C:23]([NH:25][OH:26])=[NH:24].C1C=CC2N(O)N=NC=2C=1.CCN=C=NCCCN(C)C. Product: [C:1]([O:5][C:6]([N:8]1[CH2:13][CH2:12][NH:11][C:10](=[O:14])[CH:9]1[C:15]1[O:26][N:25]=[C:23]([C:22]2[CH:27]=[CH:28][CH:29]=[C:20]([Cl:19])[CH:21]=2)[N:24]=1)=[O:7])([CH3:2])([CH3:3])[CH3:4]. The catalyst class is: 39. (6) Product: [O:1]=[C:2]1[CH2:11][CH2:10][C:9]2[C:4](=[CH:5][C:6]([CH:12]=[O:15])=[CH:7][CH:8]=2)[NH:3]1. The catalyst class is: 181. Reactant: [O:1]=[C:2]1[CH2:11][CH2:10][C:9]2[C:4](=[CH:5][C:6]([C:12]#N)=[CH:7][CH:8]=2)[NH:3]1.C(O)=[O:15].